This data is from Full USPTO retrosynthesis dataset with 1.9M reactions from patents (1976-2016). The task is: Predict the reactants needed to synthesize the given product. (1) Given the product [Cl:33][C:27]1[C:28]([F:32])=[CH:29][CH:30]=[CH:31][C:26]=1[CH2:25][NH:24][C:22](=[O:23])[N:21]([CH3:34])[C@H:16]([CH2:15][O:14][C:13](=[O:35])[NH:12][C:6]1[N:7]=[CH:8][C:9]2[C:4]([CH:5]=1)=[CH:3][C:2]([F:1])=[CH:11][CH:10]=2)[CH2:17][CH2:18][CH2:19][NH:20][C:46](=[O:47])[NH:45][CH2:48][C:49]([O:51][CH2:52][CH3:53])=[O:50], predict the reactants needed to synthesize it. The reactants are: [F:1][C:2]1[CH:3]=[C:4]2[C:9](=[CH:10][CH:11]=1)[CH:8]=[N:7][C:6]([NH:12][C:13](=[O:35])[O:14][CH2:15][C@@H:16]([N:21]([CH3:34])[C:22]([NH:24][CH2:25][C:26]1[CH:31]=[CH:30][CH:29]=[C:28]([F:32])[C:27]=1[Cl:33])=[O:23])[CH2:17][CH2:18][CH2:19][NH2:20])=[CH:5]2.CCN(C(C)C)C(C)C.[N:45]([CH2:48][C:49]([O:51][CH2:52][CH3:53])=[O:50])=[C:46]=[O:47]. (2) Given the product [CH:21]1([N:24]2[C:32]3[CH:31]=[CH:30][N:29]=[CH:28][C:27]=3[N:26]([CH2:19][C:7]3[N:6]([CH2:1][CH2:2][CH:3]([CH3:4])[CH3:5])[C:14]4[C:9]([N:8]=3)=[N:10][C:11]([C:15]([F:16])([F:17])[F:18])=[CH:12][CH:13]=4)[C:25]2=[O:33])[CH2:23][CH2:22]1, predict the reactants needed to synthesize it. The reactants are: [CH2:1]([N:6]1[C:14]2[C:9](=[N:10][C:11]([C:15]([F:18])([F:17])[F:16])=[CH:12][CH:13]=2)[N:8]=[C:7]1[CH2:19]O)[CH2:2][CH:3]([CH3:5])[CH3:4].[CH:21]1([N:24]2[C:32]3[CH:31]=[CH:30][N:29]=[CH:28][C:27]=3[NH:26][C:25]2=[O:33])[CH2:23][CH2:22]1.C1(P(C2C=CC=CC=2)C2C=CC=CC=2)C=CC=CC=1.N(C([O-])=O)=NC([O-])=O. (3) Given the product [C:1]([O:5][C:6]([N:8]1[CH2:13][CH2:12][O:11][CH:10]([C:14]2[CH:19]=[CH:18][C:17]([NH2:20])=[CH:16][C:15]=2[C:23]#[N:24])[CH2:9]1)=[O:7])([CH3:4])([CH3:2])[CH3:3], predict the reactants needed to synthesize it. The reactants are: [C:1]([O:5][C:6]([N:8]1[CH2:13][CH2:12][O:11][CH:10]([C:14]2[CH:19]=[CH:18][C:17]([N+:20]([O-])=O)=[CH:16][C:15]=2[C:23]#[N:24])[CH2:9]1)=[O:7])([CH3:4])([CH3:3])[CH3:2]. (4) The reactants are: [Cl:1][C:2]1[CH:7]=[C:6]([O:8][CH2:9][C:10]2[CH:15]=[CH:14][CH:13]=[CH:12][CH:11]=2)[CH:5]=[C:4]([Cl:16])[C:3]=1[OH:17].[C:18]([O:22][C:23]([NH:25][CH2:26][CH2:27][CH2:28]Br)=[O:24])([CH3:21])([CH3:20])[CH3:19].C(=O)([O-])[O-].[K+].[K+]. Given the product [Cl:1][C:2]1[CH:7]=[C:6]([O:8][CH2:9][C:10]2[CH:15]=[CH:14][CH:13]=[CH:12][CH:11]=2)[CH:5]=[C:4]([Cl:16])[C:3]=1[O:17][CH2:28][CH2:27][CH2:26][NH:25][C:23]([O:22][C:18]([CH3:19])([CH3:21])[CH3:20])=[O:24], predict the reactants needed to synthesize it. (5) Given the product [OH:29][CH2:28][C@@H:27]([NH:26][C:23]1[N:24]=[CH:25][C:20]([NH:19][C:12]([C:10]2[N:11]=[C:7]([C:1]3[CH:2]=[CH:3][CH:4]=[CH:5][CH:6]=3)[O:8][C:9]=2[C:15]([F:18])([F:17])[F:16])=[O:14])=[CH:21][N:22]=1)[CH3:30], predict the reactants needed to synthesize it. The reactants are: [C:1]1([C:7]2[O:8][C:9]([C:15]([F:18])([F:17])[F:16])=[C:10]([C:12]([OH:14])=O)[N:11]=2)[CH:6]=[CH:5][CH:4]=[CH:3][CH:2]=1.[NH2:19][C:20]1[CH:21]=[N:22][C:23]([NH:26][C@@H:27]([CH3:30])[CH2:28][OH:29])=[N:24][CH:25]=1. (6) Given the product [Cl:1][C:2]1[CH:7]=[C:6]([F:8])[CH:5]=[CH:4][C:3]=1[C:9]1[C:10]2[N:11]([N:15]=[C:16]([NH:18][CH:19]3[CH2:24][CH2:23][NH:22][CH2:21][CH2:20]3)[N:17]=2)[CH:12]=[CH:13][CH:14]=1, predict the reactants needed to synthesize it. The reactants are: [Cl:1][C:2]1[CH:7]=[C:6]([F:8])[CH:5]=[CH:4][C:3]=1[C:9]1[C:10]2[N:11]([N:15]=[C:16]([NH:18][CH:19]3[CH2:24][CH2:23][N:22](C(OC(C)(C)C)=O)[CH2:21][CH2:20]3)[N:17]=2)[CH:12]=[CH:13][CH:14]=1.Cl.